From a dataset of Full USPTO retrosynthesis dataset with 1.9M reactions from patents (1976-2016). Predict the reactants needed to synthesize the given product. (1) Given the product [Cl:32][C:28]1[CH:27]=[C:26]([C:24]2[O:23][N:22]=[C:21]([C:19](=[O:20])[CH3:5])[CH:25]=2)[CH:31]=[CH:30][CH:29]=1, predict the reactants needed to synthesize it. The reactants are: C[Mg]I.O1CCC[CH2:5]1.C(N(CC)CC)C.C(O[C:19]([C:21]1[CH:25]=[C:24]([C:26]2[CH:31]=[CH:30][CH:29]=[C:28]([Cl:32])[CH:27]=2)[O:23][N:22]=1)=[O:20])C.Cl. (2) Given the product [Cl:1][C:2]1[CH:3]=[C:4]([C:5]2[O:7][N:47]=[C:46]([C:32]3[CH:33]=[CH:34][C:35]([O:37][CH2:38][O:39][CH2:40][CH2:41][Si:42]([CH3:45])([CH3:44])[CH3:43])=[CH:36][C:31]=3[CH2:29][CH3:30])[N:49]=2)[CH:8]=[CH:9][C:10]=1[O:11][CH:12]([CH3:14])[CH3:13], predict the reactants needed to synthesize it. The reactants are: [Cl:1][C:2]1[CH:3]=[C:4]([CH:8]=[CH:9][C:10]=1[O:11][CH:12]([CH3:14])[CH3:13])[C:5]([OH:7])=O.C1C=CC2N(O)N=NC=2C=1.C(Cl)CCl.[CH2:29]([C:31]1[CH:36]=[C:35]([O:37][CH2:38][O:39][CH2:40][CH2:41][Si:42]([CH3:45])([CH3:44])[CH3:43])[CH:34]=[CH:33][C:32]=1[C:46](=[NH:49])[NH:47]O)[CH3:30]. (3) Given the product [N:26]1([CH2:23][C:24]#[C:25][C:2]2[CH:7]=[CH:6][C:5]([C:8]([C:10]3[CH:15]=[CH:14][C:13]([O:16][CH:17]4[CH2:22][CH2:21][CH2:20][CH2:19][O:18]4)=[CH:12][CH:11]=3)=[O:9])=[CH:4][CH:3]=2)[CH2:30][CH2:29][CH2:28][CH2:27]1, predict the reactants needed to synthesize it. The reactants are: I[C:2]1[CH:7]=[CH:6][C:5]([C:8]([C:10]2[CH:15]=[CH:14][C:13]([O:16][CH:17]3[CH2:22][CH2:21][CH2:20][CH2:19][O:18]3)=[CH:12][CH:11]=2)=[O:9])=[CH:4][CH:3]=1.[CH2:23]([N:26]1[CH2:30][CH2:29][CH2:28][CH2:27]1)[C:24]#[CH:25]. (4) The reactants are: [CH3:1][C:2]1[CH:10]=[CH:9][C:5]([C:6](O)=[O:7])=[CH:4][C:3]=1[N:11]1[CH:15]=[C:14]([C:16]2[CH:17]=[N:18][C:19]([CH3:22])=[CH:20][CH:21]=2)[N:13]=[N:12]1.[NH2:23][C:24]1[C:25]([O:39][CH3:40])=[C:26]([NH:34][S:35]([CH3:38])(=[O:37])=[O:36])[CH:27]=[C:28]([C:30]([CH3:33])([CH3:32])[CH3:31])[CH:29]=1. Given the product [C:30]([C:28]1[CH:27]=[C:26]([NH:34][S:35]([CH3:38])(=[O:37])=[O:36])[C:25]([O:39][CH3:40])=[C:24]([NH:23][C:6](=[O:7])[C:5]2[CH:9]=[CH:10][C:2]([CH3:1])=[C:3]([N:11]3[CH:15]=[C:14]([C:16]4[CH:17]=[N:18][C:19]([CH3:22])=[CH:20][CH:21]=4)[N:13]=[N:12]3)[CH:4]=2)[CH:29]=1)([CH3:33])([CH3:31])[CH3:32], predict the reactants needed to synthesize it.